This data is from Catalyst prediction with 721,799 reactions and 888 catalyst types from USPTO. The task is: Predict which catalyst facilitates the given reaction. (1) Reactant: C([O:3][C:4](=[O:32])[C:5]1[CH:10]=[CH:9][CH:8]=[C:7]([N:11]2[C:15]([CH3:16])=[CH:14][CH:13]=[C:12]2[C:17]2[CH:22]=[CH:21][CH:20]=[CH:19][C:18]=2[O:23][CH2:24][C:25]2[CH:30]=[CH:29][C:28]([Cl:31])=[CH:27][CH:26]=2)[CH:6]=1)C.[OH-].[Na+]. Product: [Cl:31][C:28]1[CH:27]=[CH:26][C:25]([CH2:24][O:23][C:18]2[CH:19]=[CH:20][CH:21]=[CH:22][C:17]=2[C:12]2[N:11]([C:7]3[CH:6]=[C:5]([CH:10]=[CH:9][CH:8]=3)[C:4]([OH:32])=[O:3])[C:15]([CH3:16])=[CH:14][CH:13]=2)=[CH:30][CH:29]=1. The catalyst class is: 14. (2) Reactant: Cl[C:2]1[S:3][C:4]([C:11]([O:13][CH2:14][CH3:15])=[O:12])=[C:5]([C:7]([F:10])([F:9])[F:8])[N:6]=1.[NH:16]1[CH2:21][CH2:20][O:19][CH2:18][CH2:17]1. Product: [O:19]1[CH2:20][CH2:21][N:16]([C:2]2[S:3][C:4]([C:11]([O:13][CH2:14][CH3:15])=[O:12])=[C:5]([C:7]([F:10])([F:9])[F:8])[N:6]=2)[CH2:17][CH2:18]1. The catalyst class is: 16. (3) Reactant: [O:1]1[CH2:6][CH2:5][CH:4]([O:7][C:8]2[CH:17]=[CH:16][C:11]([C:12]([O:14]C)=[O:13])=[CH:10][CH:9]=2)[CH2:3][CH2:2]1.[OH-].[Na+]. Product: [O:1]1[CH2:2][CH2:3][CH:4]([O:7][C:8]2[CH:17]=[CH:16][C:11]([C:12]([OH:14])=[O:13])=[CH:10][CH:9]=2)[CH2:5][CH2:6]1. The catalyst class is: 24. (4) Reactant: [NH2:1][C:2]1[N:7]=[C:6]([NH:8][C@H:9]([C:11]2[N:16]=[C:15]3[CH:17]=[CH:18][N:19]([CH3:20])[C:14]3=[CH:13][C:12]=2Br)[CH3:10])[C:5]([C:22]#[N:23])=[C:4]([CH3:24])[N:3]=1.CC1(C)C(C)(C)OB([C:33]2[CH2:38][CH2:37][CH:36]([NH:39][C:40](=[O:46])[O:41][C:42]([CH3:45])([CH3:44])[CH3:43])[CH2:35][CH:34]=2)O1.C(=O)(O)[O-].[Na+]. Product: [NH2:1][C:2]1[N:7]=[C:6]([NH:8][C@H:9]([C:11]2[N:16]=[C:15]3[CH:17]=[CH:18][N:19]([CH3:20])[C:14]3=[CH:13][C:12]=2[C:33]2[CH2:38][CH2:37][CH:36]([NH:39][C:40](=[O:46])[O:41][C:42]([CH3:44])([CH3:43])[CH3:45])[CH2:35][CH:34]=2)[CH3:10])[C:5]([C:22]#[N:23])=[C:4]([CH3:24])[N:3]=1. The catalyst class is: 669.